This data is from Reaction yield outcomes from USPTO patents with 853,638 reactions. The task is: Predict the reaction yield, written as a fraction of the theoretical maximum amount of product (1.0 means a 100% yield; for example, 0.34 means a 34% yield). (1) The reactants are C(O[C:6](=O)[N:7]([CH2:9][C:10]1[CH:15]=[C:14]([C:16]#[C:17][CH2:18][CH2:19][N:20]2[CH2:25][CH2:24][O:23][CH2:22][CH2:21]2)[CH:13]=[CH:12][C:11]=1[O:26][C:27]1[CH:32]=[CH:31][C:30]([Cl:33])=[C:29]([Cl:34])[CH:28]=1)C)(C)(C)C.C(O)(C(F)(F)F)=O. The catalyst is C(Cl)Cl. The product is [Cl:34][C:29]1[CH:28]=[C:27]([CH:32]=[CH:31][C:30]=1[Cl:33])[O:26][C:11]1[CH:12]=[CH:13][C:14]([C:16]#[C:17][CH2:18][CH2:19][N:20]2[CH2:25][CH2:24][O:23][CH2:22][CH2:21]2)=[CH:15][C:10]=1[CH2:9][NH:7][CH3:6]. The yield is 0.890. (2) The reactants are N(C(OCC)=O)=NC(OCC)=O.[OH:13][C:14]1[CH:19]=[CH:18][CH:17]=[CH:16][N:15]=1.[C:20]([O:24][C:25](=[O:30])[NH:26][CH2:27][CH2:28]O)([CH3:23])([CH3:22])[CH3:21].C1(P(C2C=CC=CC=2)C2C=CC=CC=2)C=CC=CC=1. The catalyst is C1COCC1. The product is [C:20]([O:24][C:25](=[O:30])[NH:26][CH2:27][CH2:28][O:13][C:14]1[CH:19]=[CH:18][CH:17]=[CH:16][N:15]=1)([CH3:23])([CH3:22])[CH3:21]. The yield is 0.741.